This data is from Reaction yield outcomes from USPTO patents with 853,638 reactions. The task is: Predict the reaction yield, written as a fraction of the theoretical maximum amount of product (1.0 means a 100% yield; for example, 0.34 means a 34% yield). (1) The reactants are [N+:1]([C:4]1[CH:5]=[N:6][C:7]2[C:12]([C:13]=1[NH:14][CH2:15][CH:16]([CH3:18])[CH3:17])=[CH:11][CH:10]=[CH:9][CH:8]=2)([O-])=O.[C:19](OCC)(=[O:21])[CH3:20].S([O-])([O-])(=O)=O.[Mg+2].C(O)(=O)CO. The catalyst is Cl.[Pt]. The product is [CH3:17][CH:16]([CH3:18])[CH2:15][N:14]1[C:13]2[C:12]3[CH:11]=[CH:10][CH:9]=[CH:8][C:7]=3[N:6]=[CH:5][C:4]=2[N:1]=[C:20]1[CH2:19][OH:21]. The yield is 0.896. (2) The reactants are [O:1]1[CH2:5][CH2:4][CH2:3][CH:2]1[CH2:6][O:7][C:8]1[CH:13]=[CH:12][CH:11]=[CH:10][C:9]=1[C:14]1[N:19]=[CH:18][NH:17][C:16](=O)[CH:15]=1.CN(C=O)C.C(Cl)(=O)C([Cl:29])=O. The catalyst is ClCCl.O1CCOCC1. The product is [Cl:29][C:16]1[CH:15]=[C:14]([C:9]2[CH:10]=[CH:11][CH:12]=[CH:13][C:8]=2[O:7][CH2:6][CH:2]2[CH2:3][CH2:4][CH2:5][O:1]2)[N:19]=[CH:18][N:17]=1. The yield is 0.990. (3) The reactants are [CH:1]1([C:4]2[C:5]([O:15][CH2:16][CH:17]3[CH2:22][CH2:21][N:20]([S:23]([CH3:26])(=[O:25])=[O:24])[CH2:19][CH2:18]3)=[CH:6][C:7]([F:14])=[C:8]([CH:13]=2)[C:9]([O:11]C)=[O:10])[CH2:3][CH2:2]1.[OH-].[Li+].Cl. The catalyst is O1CCCC1.O. The product is [CH:1]1([C:4]2[C:5]([O:15][CH2:16][CH:17]3[CH2:18][CH2:19][N:20]([S:23]([CH3:26])(=[O:25])=[O:24])[CH2:21][CH2:22]3)=[CH:6][C:7]([F:14])=[C:8]([CH:13]=2)[C:9]([OH:11])=[O:10])[CH2:3][CH2:2]1. The yield is 0.570.